This data is from Forward reaction prediction with 1.9M reactions from USPTO patents (1976-2016). The task is: Predict the product of the given reaction. (1) Given the reactants Cl.[Cl:2][C:3]1[N:8]2[N:9]=[C:10]([CH:12]3[CH2:17][CH2:16][N:15]([CH:18]([CH3:20])[CH3:19])[CH2:14][CH2:13]3)[N:11]=[C:7]2[CH:6]=[C:5]([C:21]2[CH:26]=[CH:25][C:24]([F:27])=[CH:23][C:22]=2[F:28])[N:4]=1.Cl.[NH2:30][C:31]1[C:36]([C:37](=[O:42])[C:38]([F:41])([F:40])[F:39])=[CH:35][CH:34]=[C:33]([NH:43][CH2:44][CH2:45][NH2:46])[N:32]=1.C(N(CC)C(C)C)(C)C, predict the reaction product. The product is: [ClH:2].[NH2:30][C:31]1[C:36]([C:37](=[O:42])[C:38]([F:39])([F:41])[F:40])=[CH:35][CH:34]=[C:33]([NH:43][CH2:44][CH2:45][NH:46][C:3]2[N:8]3[N:9]=[C:10]([CH:12]4[CH2:17][CH2:16][N:15]([CH:18]([CH3:20])[CH3:19])[CH2:14][CH2:13]4)[N:11]=[C:7]3[CH:6]=[C:5]([C:21]3[CH:26]=[CH:25][C:24]([F:27])=[CH:23][C:22]=3[F:28])[N:4]=2)[N:32]=1. (2) The product is: [OH:59][CH2:58][C:57]([NH:56][C:21]([C:18]1[N:19]=[N:20][C:15]([O:14][CH2:13][C:12]2[C:8]([C:5]3[CH:4]=[CH:3][C:2]([F:1])=[CH:7][N:6]=3)=[N:9][O:10][C:11]=2[CH3:24])=[CH:16][CH:17]=1)=[O:23])([CH3:61])[CH3:60]. Given the reactants [F:1][C:2]1[CH:3]=[CH:4][C:5]([C:8]2[C:12]([CH2:13][O:14][C:15]3[N:20]=[N:19][C:18]([C:21]([OH:23])=O)=[CH:17][CH:16]=3)=[C:11]([CH3:24])[O:10][N:9]=2)=[N:6][CH:7]=1.F[B-](F)(F)F.N1(OC(N(C)C)=[N+](C)C)C2C=CC=CC=2N=N1.C(N(CC)C(C)C)(C)C.[NH2:56][C:57]([CH3:61])([CH3:60])[CH2:58][OH:59], predict the reaction product.